This data is from Peptide-MHC class II binding affinity with 134,281 pairs from IEDB. The task is: Regression. Given a peptide amino acid sequence and an MHC pseudo amino acid sequence, predict their binding affinity value. This is MHC class II binding data. (1) The peptide sequence is MWKQISNELNYILLE. The MHC is DRB1_1302 with pseudo-sequence DRB1_1302. The binding affinity (normalized) is 0.822. (2) The peptide sequence is MSAGESKHGLTNTASHTR. The MHC is DRB1_1101 with pseudo-sequence DRB1_1101. The binding affinity (normalized) is 0. (3) The binding affinity (normalized) is 0.0316. The MHC is HLA-DPA10201-DPB10501 with pseudo-sequence HLA-DPA10201-DPB10501. The peptide sequence is PSFAGLRPTFDTRLM. (4) The peptide sequence is FNDIIHSIINMDADV. The MHC is DRB1_0701 with pseudo-sequence DRB1_0701. The binding affinity (normalized) is 0.411. (5) The peptide sequence is PQLPQFLQPQPYPQPQLPYPQPQPF. The MHC is DRB1_0701 with pseudo-sequence DRB1_0701. The binding affinity (normalized) is 0. (6) The peptide sequence is EKKYFAATQCEPLAA. The MHC is DRB1_1602 with pseudo-sequence DRB1_1602. The binding affinity (normalized) is 0.617. (7) The peptide sequence is GELQVVDKIDAAFKI. The MHC is DRB1_0802 with pseudo-sequence DRB1_0802. The binding affinity (normalized) is 0.444.